From a dataset of Reaction yield outcomes from USPTO patents with 853,638 reactions. Predict the reaction yield, written as a fraction of the theoretical maximum amount of product (1.0 means a 100% yield; for example, 0.34 means a 34% yield). (1) The reactants are [CH3:1][C:2]1[CH:11]=[C:10]2[C:5]([CH2:6][CH2:7][C:8](=[O:12])[NH:9]2)=[CH:4][C:3]=1[N+:13]([O-])=O.[H-].[Na+].[CH3:18]I.O. The catalyst is CN(C)C=O. The product is [NH2:13][C:3]1[CH:4]=[C:5]2[C:10](=[CH:11][C:2]=1[CH3:1])[N:9]([CH3:18])[C:8](=[O:12])[CH2:7][CH2:6]2. The yield is 0.610. (2) The reactants are [OH:1][CH2:2][C@H:3]1[O:7][C:6](=[O:8])[CH2:5][CH2:4]1.N1C=CN=C1.[Si:14](Cl)([C:27]([CH3:30])([CH3:29])[CH3:28])([C:21]1[CH:26]=[CH:25][CH:24]=[CH:23][CH:22]=1)[C:15]1[CH:20]=[CH:19][CH:18]=[CH:17][CH:16]=1. The catalyst is CN(C=O)C. The product is [Si:14]([CH:2]([OH:1])[C@H:3]1[O:7][C:6](=[O:8])[CH2:5][CH2:4]1)([C:27]([CH3:30])([CH3:29])[CH3:28])([C:21]1[CH:22]=[CH:23][CH:24]=[CH:25][CH:26]=1)[C:15]1[CH:20]=[CH:19][CH:18]=[CH:17][CH:16]=1. The yield is 0.970. (3) The reactants are [Br:1][C:2]1[CH:3]=[C:4]([NH:10][C:11]2[CH:16]=[CH:15][C:14]([N:17]3[CH2:22][CH2:21][NH:20][CH2:19][C@@H:18]3[CH2:23][CH3:24])=[CH:13][N:12]=2)[C:5](=[O:9])[N:6]([CH3:8])[CH:7]=1.[O:25]1[CH2:28][C:27](=O)[CH2:26]1.[BH3-]C#N.[Na+].O. The catalyst is CO.[Cl-].[Zn+2].[Cl-]. The product is [Br:1][C:2]1[CH:3]=[C:4]([NH:10][C:11]2[CH:16]=[CH:15][C:14]([N:17]3[CH2:22][CH2:21][N:20]([CH:27]4[CH2:28][O:25][CH2:26]4)[CH2:19][C@@H:18]3[CH2:23][CH3:24])=[CH:13][N:12]=2)[C:5](=[O:9])[N:6]([CH3:8])[CH:7]=1. The yield is 0.680.